From a dataset of Forward reaction prediction with 1.9M reactions from USPTO patents (1976-2016). Predict the product of the given reaction. (1) Given the reactants [CH2:1]([O:8][C:9]([C@:11]1([CH2:51][F:52])[CH2:16][CH2:15][C:14]([C:17]2[C:18]([CH3:50])([CH3:49])[C@H:19]3[C@:32]([CH3:35])([CH2:33][CH:34]=2)[C@@H:31]2[C@:22]([CH3:48])([C@@:23]4([CH3:47])[C@H:28]([CH2:29][CH2:30]2)[C@H:27]2[C@H:36]([C:39]([CH3:41])=[CH2:40])[CH2:37][CH2:38][C@:26]2([NH:42][CH2:43][C:44]([OH:46])=O)[CH2:25][CH2:24]4)[CH2:21][CH2:20]3)=[CH:13][CH2:12]1)=[O:10])[C:2]1[CH:7]=[CH:6][CH:5]=[CH:4][CH:3]=1.C(O)(C(F)(F)F)=O.[CH3:60][C:61]1([OH:67])[CH2:66][CH2:65][NH:64][CH2:63][CH2:62]1.CN(C(ON1N=NC2C=CC=NC1=2)=[N+](C)C)C.F[P-](F)(F)(F)(F)F.CCN(C(C)C)C(C)C, predict the reaction product. The product is: [F:52][CH2:51][C@@:11]1([C:9]([O:8][CH2:1][C:2]2[CH:3]=[CH:4][CH:5]=[CH:6][CH:7]=2)=[O:10])[CH2:16][CH2:15][C:14]([C:17]2[C:18]([CH3:50])([CH3:49])[C@H:19]3[C@:32]([CH3:35])([CH2:33][CH:34]=2)[C@@H:31]2[C@:22]([CH3:48])([C@@:23]4([CH3:47])[C@H:28]([CH2:29][CH2:30]2)[C@H:27]2[C@H:36]([C:39]([CH3:41])=[CH2:40])[CH2:37][CH2:38][C@:26]2([NH:42][CH2:43][C:44]([N:64]2[CH2:65][CH2:66][C:61]([OH:67])([CH3:60])[CH2:62][CH2:63]2)=[O:46])[CH2:25][CH2:24]4)[CH2:21][CH2:20]3)=[CH:13][CH2:12]1. (2) Given the reactants [CH3:1][O:2][C:3]1[S:7][C:6](N)=[N:5][CH:4]=1.[C:9]([Cu])#[N:10], predict the reaction product. The product is: [CH3:1][O:2][C:3]1[S:7][C:6]([C:9]#[N:10])=[N:5][CH:4]=1. (3) Given the reactants [C:1]([O:5][C:6](=[O:16])[NH:7][C:8]1[CH:13]=[CH:12][C:11]([F:14])=[C:10]([Br:15])[CH:9]=1)([CH3:4])([CH3:3])[CH3:2].[O:17]1[CH2:22][CH2:21][CH:20]([CH2:23]OS(C2C=CC(C)=CC=2)(=O)=O)[CH2:19][CH2:18]1.[H-].[Na+], predict the reaction product. The product is: [C:1]([O:5][C:6](=[O:16])[N:7]([C:8]1[CH:13]=[CH:12][C:11]([F:14])=[C:10]([Br:15])[CH:9]=1)[CH2:23][CH:20]1[CH2:21][CH2:22][O:17][CH2:18][CH2:19]1)([CH3:4])([CH3:2])[CH3:3].